The task is: Predict the product of the given reaction.. This data is from Forward reaction prediction with 1.9M reactions from USPTO patents (1976-2016). (1) Given the reactants Cl[C:2]1[CH:11]=[CH:10][N:9]=[C:8]2[C:3]=1[C:4]1[CH:16]=[C:15]([Cl:17])[CH:14]=[CH:13][C:5]=1[C:6](=[O:12])[NH:7]2.[NH2:18][C:19]1[CH:24]=[CH:23][C:22]([NH:25][C:26](=[O:33])[C:27]2[CH:32]=[CH:31][CH:30]=[CH:29][CH:28]=2)=[CH:21][CH:20]=1, predict the reaction product. The product is: [Cl:17][C:15]1[CH:14]=[CH:13][C:5]2[C:6](=[O:12])[NH:7][C:8]3[C:3]([C:4]=2[CH:16]=1)=[C:2]([NH:18][C:19]1[CH:24]=[CH:23][C:22]([NH:25][C:26](=[O:33])[C:27]2[CH:32]=[CH:31][CH:30]=[CH:29][CH:28]=2)=[CH:21][CH:20]=1)[CH:11]=[CH:10][N:9]=3. (2) Given the reactants C([NH:4][C:5]1[CH:14]=[C:13]2[C:8]([CH:9]=[CH:10][C:11]([S:15]([NH:18][C:19]3[CH:20]=[CH:21][C:22]([Cl:28])=[C:23]([CH:27]=3)[C:24]([OH:26])=[O:25])(=[O:17])=[O:16])=[CH:12]2)=[CH:7][CH:6]=1)(=O)C.Cl, predict the reaction product. The product is: [NH2:4][C:5]1[CH:14]=[C:13]2[C:8]([CH:9]=[CH:10][C:11]([S:15]([NH:18][C:19]3[CH:20]=[CH:21][C:22]([Cl:28])=[C:23]([CH:27]=3)[C:24]([OH:26])=[O:25])(=[O:17])=[O:16])=[CH:12]2)=[CH:7][CH:6]=1.